From a dataset of Forward reaction prediction with 1.9M reactions from USPTO patents (1976-2016). Predict the product of the given reaction. (1) Given the reactants C(=O)([O-])[O-].[K+].[K+].[OH:7][C:8]1[C:13]([CH2:14][CH2:15][CH3:16])=[C:12]([OH:17])[CH:11]=[CH:10][C:9]=1[C:18](=[O:20])[CH3:19].[Br:21][C:22]1[CH:23]=[C:24]([CH:27]=[CH:28][C:29]=1[O:30][CH2:31][CH2:32][CH2:33][CH2:34]Br)[C:25]#[N:26], predict the reaction product. The product is: [C:18]([C:9]1[CH:10]=[CH:11][C:12]([O:17][CH2:34][CH2:33][CH2:32][CH2:31][O:30][C:29]2[CH:28]=[CH:27][C:24]([C:25]#[N:26])=[CH:23][C:22]=2[Br:21])=[C:13]([CH2:14][CH2:15][CH3:16])[C:8]=1[OH:7])(=[O:20])[CH3:19]. (2) Given the reactants [NH2:1][CH:2]([CH2:4][C:5]1[CH:10]=[CH:9][CH:8]=[CH:7][CH:6]=1)[CH3:3].[H-].[Al+3].[Li+].[H-].[H-].[H-].O.[CH:18](OCC)=O, predict the reaction product. The product is: [CH3:3][C@H:2]([NH:1][CH3:18])[CH2:4][C:5]1[CH:10]=[CH:9][CH:8]=[CH:7][CH:6]=1. (3) Given the reactants C1C(=O)N(O[C:9]([CH2:11][CH2:12][N:13]2[C:18](=[O:19])[CH:17]=[CH:16][C:14]2=[O:15])=[O:10])C(=O)C1.[NH2:20][CH2:21][CH2:22][CH2:23][Si:24]([O:31][CH2:32][CH3:33])([O:28][CH2:29][CH3:30])[O:25][CH2:26][CH3:27], predict the reaction product. The product is: [C:14]1(=[O:15])[N:13]([CH2:12][CH2:11][C:9]([NH:20][CH2:21][CH2:22][CH2:23][Si:24]([O:31][CH2:32][CH3:33])([O:25][CH2:26][CH3:27])[O:28][CH2:29][CH3:30])=[O:10])[C:18](=[O:19])[CH:17]=[CH:16]1. (4) Given the reactants [Cl:1][C:2]1[CH:12]=[CH:11][C:5]([O:6][CH2:7][C:8](Cl)=[O:9])=[CH:4][CH:3]=1.[CH:13]([NH:16][CH2:17][C:18]1[O:22][N:21]=[C:20]([C:23]2[CH:28]=[CH:27][CH:26]=[CH:25][CH:24]=2)[N:19]=1)([CH3:15])[CH3:14].C(N(CC)CC)C, predict the reaction product. The product is: [Cl:1][C:2]1[CH:12]=[CH:11][C:5]([O:6][CH2:7][C:8]([N:16]([CH:13]([CH3:15])[CH3:14])[CH2:17][C:18]2[O:22][N:21]=[C:20]([C:23]3[CH:24]=[CH:25][CH:26]=[CH:27][CH:28]=3)[N:19]=2)=[O:9])=[CH:4][CH:3]=1. (5) Given the reactants [CH2:1]([N:8]1[C:16]2[C:11](=[CH:12][C:13]([NH:17][C:18]3[C:19]4[CH:27]=[C:26](Cl)[N:25]=[CH:24][C:20]=4[N:21]=[CH:22][N:23]=3)=[CH:14][CH:15]=2)[CH:10]=[N:9]1)[C:2]1[CH:7]=[CH:6][CH:5]=[CH:4][CH:3]=1.C([Sn]([C:42]1[O:43][C:44]([CH:47]2[O:51][CH2:50][CH2:49][O:48]2)=[CH:45][CH:46]=1)(CCCC)CCCC)CCC, predict the reaction product. The product is: [CH2:1]([N:8]1[C:16]2[C:11](=[CH:12][C:13]([NH:17][C:18]3[C:19]4[CH:27]=[C:26]([C:42]5[O:43][C:44]([CH:47]6[O:51][CH2:50][CH2:49][O:48]6)=[CH:45][CH:46]=5)[N:25]=[CH:24][C:20]=4[N:21]=[CH:22][N:23]=3)=[CH:14][CH:15]=2)[CH:10]=[N:9]1)[C:2]1[CH:7]=[CH:6][CH:5]=[CH:4][CH:3]=1. (6) The product is: [F:8][C:9]1[N:14]=[CH:13][C:12]([NH:15][CH2:18][CH2:19][O:20][CH:21]2[CH2:26][CH2:25][CH2:24][CH2:23][O:22]2)=[C:11]([I:16])[CH:10]=1. Given the reactants OC(C(F)(F)F)=O.[F:8][C:9]1[N:14]=[CH:13][C:12]([NH2:15])=[C:11]([I:16])[CH:10]=1.Br[CH2:18][CH2:19][O:20][CH:21]1[CH2:26][CH2:25][CH2:24][CH2:23][O:22]1.[OH-].[K+].[F-].[K+], predict the reaction product. (7) The product is: [Br:1][C:2]1[CH:11]=[C:10]([C:27]#[C:26][C:23]2[C:22]([F:28])=[CH:21][C:20]([C:17]3[CH:18]=[CH:19][C:14]([Cl:13])=[CH:15][CH:16]=3)=[CH:25][N:24]=2)[CH:9]=[CH:8][C:3]=1[O:4][CH2:5][CH2:6][OH:7]. Given the reactants [Br:1][C:2]1[CH:11]=[C:10](I)[CH:9]=[CH:8][C:3]=1[O:4][CH2:5][CH2:6][OH:7].[Cl:13][C:14]1[CH:19]=[CH:18][C:17]([C:20]2[CH:21]=[C:22]([F:28])[C:23]([C:26]#[CH:27])=[N:24][CH:25]=2)=[CH:16][CH:15]=1, predict the reaction product.